From a dataset of Reaction yield outcomes from USPTO patents with 853,638 reactions. Predict the reaction yield, written as a fraction of the theoretical maximum amount of product (1.0 means a 100% yield; for example, 0.34 means a 34% yield). (1) The reactants are [CH2:1]([CH:8]1[CH2:13][CH2:12][N:11]([C:14](=[O:18])[C:15](O)=[O:16])[CH2:10][CH2:9]1)[C:2]1[CH:7]=[CH:6][CH:5]=[CH:4][CH:3]=1.[Cl-:19]. No catalyst specified. The product is [CH2:1]([CH:8]1[CH2:13][CH2:12][N:11]([C:14](=[O:18])[C:15]([Cl:19])=[O:16])[CH2:10][CH2:9]1)[C:2]1[CH:7]=[CH:6][CH:5]=[CH:4][CH:3]=1. The yield is 0.995. (2) The reactants are [OH:1][CH2:2][CH:3]1[CH2:8][CH2:7][NH:6][CH2:5][CH2:4]1.C(=O)([O-])[O-].[K+].[K+].Cl[C:16]([O:18][CH3:19])=[O:17].Cl. The catalyst is O. The product is [CH3:19][O:18][C:16]([N:6]1[CH2:7][CH2:8][CH:3]([CH2:2][OH:1])[CH2:4][CH2:5]1)=[O:17]. The yield is 0.930. (3) The reactants are [N:1]([CH2:4][CH:5]1[O:10][C:9]2[C:11](Br)=[CH:12][CH:13]=[CH:14][C:8]=2[N:7]([CH3:16])[CH2:6]1)=[N+:2]=[N-:3].[F:17][C:18]([F:29])([F:28])[C:19]1[CH:24]=[CH:23][CH:22]=[CH:21][C:20]=1B(O)O. No catalyst specified. The product is [N:1]([CH2:4][CH:5]1[O:10][C:9]2[C:11]([C:20]3[CH:21]=[CH:22][CH:23]=[CH:24][C:19]=3[C:18]([F:29])([F:28])[F:17])=[CH:12][CH:13]=[CH:14][C:8]=2[N:7]([CH3:16])[CH2:6]1)=[N+:2]=[N-:3]. The yield is 0.820. (4) The reactants are [I:1][C:2]1[CH:3]=[CH:4][C:5]([O:11][CH:12]([CH3:14])[CH3:13])=[C:6]([CH:10]=1)[C:7]([OH:9])=O.[NH2:15][C@@H:16]([CH2:27][OH:28])[CH2:17][C:18]1[C:26]2[C:21](=[CH:22][CH:23]=[CH:24][CH:25]=2)[NH:20][CH:19]=1.CCN=C=NCCCN(C)C.C1C=C2N=NN(O)C2=CC=1.O. The catalyst is CN(C=O)C.O.C(N(CC)CC)C. The product is [OH:28][CH2:27][C@H:16]([NH:15][C:7](=[O:9])[C:6]1[CH:10]=[C:2]([I:1])[CH:3]=[CH:4][C:5]=1[O:11][CH:12]([CH3:14])[CH3:13])[CH2:17][C:18]1[C:26]2[C:21](=[CH:22][CH:23]=[CH:24][CH:25]=2)[NH:20][CH:19]=1. The yield is 1.00. (5) The reactants are [CH3:1][N:2]([S:17]([C:20]1[S:21][CH:22]=[CH:23][CH:24]=1)(=[O:19])=[O:18])[C:3]1[CH:4]=[CH:5][CH:6]=[C:7]2[C:11]=1[NH:10][C:9]([C:12]([O:14]CC)=[O:13])=[CH:8]2.[OH-].[Na+].O1CCCC1. The catalyst is CO. The product is [CH3:1][N:2]([S:17]([C:20]1[S:21][CH:22]=[CH:23][CH:24]=1)(=[O:19])=[O:18])[C:3]1[CH:4]=[CH:5][CH:6]=[C:7]2[C:11]=1[NH:10][C:9]([C:12]([OH:14])=[O:13])=[CH:8]2. The yield is 0.910.